From a dataset of Forward reaction prediction with 1.9M reactions from USPTO patents (1976-2016). Predict the product of the given reaction. Given the reactants [H-].[Na+].[N+:3]([C:6]1[N:7]=[C:8]2[N:13]([CH:14]=1)[CH2:12][CH:11]([OH:15])[CH2:10][O:9]2)([O-:5])=[O:4].Br[CH2:17][C:18]1[CH:25]=[CH:24][C:21]([C:22]#[N:23])=[CH:20][CH:19]=1, predict the reaction product. The product is: [N+:3]([C:6]1[N:7]=[C:8]2[N:13]([CH:14]=1)[CH2:12][CH:11]([O:15][CH2:17][C:18]1[CH:25]=[CH:24][C:21]([C:22]#[N:23])=[CH:20][CH:19]=1)[CH2:10][O:9]2)([O-:5])=[O:4].